This data is from Full USPTO retrosynthesis dataset with 1.9M reactions from patents (1976-2016). The task is: Predict the reactants needed to synthesize the given product. (1) The reactants are: Cl[C:2]1[CH:3]=[CH:4][N:5]2[C:10]([C:11]=1[CH3:12])=[C:9]([CH:13]1[CH2:15][CH2:14]1)[CH:8]=[C:7]([C:16]([O:18][CH3:19])=[O:17])[C:6]2=[O:20].[N:21]1[CH:26]=[CH:25][C:24](B(O)O)=[CH:23][CH:22]=1. Given the product [N:21]1[CH:26]=[CH:25][C:24]([C:2]2[CH:3]=[CH:4][N:5]3[C:10]([C:11]=2[CH3:12])=[C:9]([CH:13]2[CH2:15][CH2:14]2)[CH:8]=[C:7]([C:16]([O:18][CH3:19])=[O:17])[C:6]3=[O:20])=[CH:23][CH:22]=1, predict the reactants needed to synthesize it. (2) Given the product [NH:20]1[C:21]2=[N:22][CH:23]=[CH:24][CH:25]=[C:26]2[C:18]([C:15]([C:12]2[CH:11]=[CH:10][C:9]([NH:8][CH2:7][C:6]3[CH:5]=[CH:4][C:3]([C:2]([F:1])([F:40])[F:39])=[CH:38][CH:37]=3)=[N:14][CH:13]=2)=[CH2:16])=[CH:19]1, predict the reactants needed to synthesize it. The reactants are: [F:1][C:2]([F:40])([F:39])[C:3]1[CH:38]=[CH:37][C:6]([CH2:7][NH:8][C:9]2[N:14]=[CH:13][C:12]([C:15]([C:18]3[C:26]4[C:21](=[N:22][CH:23]=[CH:24][CH:25]=4)[N:20]([Si](C(C)C)(C(C)C)C(C)C)[CH:19]=3)(O)[CH3:16])=[CH:11][CH:10]=2)=[CH:5][CH:4]=1.FC(F)(F)C(O)=O.C([SiH](CC)CC)C. (3) Given the product [O:14]1[C:15]2[CH:21]=[CH:20][CH:19]=[CH:18][C:16]=2[N:17]=[C:13]1[NH:12][C:9](=[O:11])[CH2:8][C:5]1[CH:4]=[CH:3][N:2]=[CH:7][CH:6]=1, predict the reactants needed to synthesize it. The reactants are: Cl.[N:2]1[CH:7]=[CH:6][C:5]([CH2:8][C:9]([OH:11])=O)=[CH:4][CH:3]=1.[NH2:12][C:13]1[O:14][C:15]2[CH:21]=[CH:20][CH:19]=[CH:18][C:16]=2[N:17]=1.CCN=C=NCCCN(C)C.Cl. (4) Given the product [N+:25]([C:18]1[C:19]2[C:24](=[CH:23][CH:22]=[CH:21][CH:20]=2)[C:15]([O:14][N:16]2[CH2:30][CH2:28][CH2:23][CH2:24][CH2:15]2)=[N:16][CH:17]=1)([O-:27])=[O:26], predict the reactants needed to synthesize it. The reactants are: C(OC(N1CCC([O:14][C:15]2[C:24]3[C:19](=[CH:20][CH:21]=[CH:22][CH:23]=3)[C:18]([N+:25]([O-:27])=[O:26])=[CH:17][N:16]=2)CC1)=O)(C)(C)C.[C:28](O)([C:30](F)(F)F)=O.[OH-].[Na+]. (5) Given the product [OH:4][C:5]1[CH:14]=[CH:13][C:12]2[C:7](=[CH:8][CH:9]=[C:10]([CH2:15][CH2:16][CH2:17][CH2:18][CH2:19][CH2:20][CH2:21][CH2:22][CH2:23][CH2:24][CH2:25][CH3:26])[CH:11]=2)[C:6]=1[C:27]([NH2:29])=[O:28], predict the reactants needed to synthesize it. The reactants are: C([O:4][C:5]1[CH:14]=[CH:13][C:12]2[C:7](=[CH:8][CH:9]=[C:10]([CH2:15][CH2:16][CH2:17][CH2:18][CH2:19][CH2:20][CH2:21][CH2:22][CH2:23][CH2:24][CH2:25][CH3:26])[CH:11]=2)[C:6]=1[C:27]([NH2:29])=[O:28])(=O)C.[OH-].[Na+].Cl. (6) Given the product [CH3:25][Si:26]([CH3:28])([CH3:27])[O:11][C:9]([CH:12]1[CH2:13][CH2:14][N:15]([C:18]([O:20][C:21]([CH3:24])([CH3:23])[CH3:22])=[O:19])[CH2:16][CH2:17]1)=[CH2:10], predict the reactants needed to synthesize it. The reactants are: [Li+].CC([N-]C(C)C)C.[C:9]([CH:12]1[CH2:17][CH2:16][N:15]([C:18]([O:20][C:21]([CH3:24])([CH3:23])[CH3:22])=[O:19])[CH2:14][CH2:13]1)(=[O:11])[CH3:10].[CH3:25][Si:26](Cl)([CH3:28])[CH3:27].